Dataset: Full USPTO retrosynthesis dataset with 1.9M reactions from patents (1976-2016). Task: Predict the reactants needed to synthesize the given product. (1) Given the product [C:24]([C:8]1[CH:9]=[C:10]2[C:5](=[CH:6][CH:7]=1)[O:4][CH:3]([C:2]([F:1])([F:18])[F:19])[C:12]([C:13]([O:15][CH2:16][CH3:17])=[O:14])=[CH:11]2)(=[O:26])[CH3:25], predict the reactants needed to synthesize it. The reactants are: [F:1][C:2]([F:19])([F:18])[CH:3]1[C:12]([C:13]([O:15][CH2:16][CH3:17])=[O:14])=[CH:11][C:10]2[C:5](=[CH:6][CH:7]=[CH:8][CH:9]=2)[O:4]1.[Al+3].[Cl-].[Cl-].[Cl-].[C:24](Cl)(=[O:26])[CH3:25]. (2) Given the product [Br:1][C:2]1[CH:3]=[CH:4][C:5]([O:6][CH2:7][C:8]([NH:13][C:14]2[CH:15]=[C:16]([CH:20]=[CH:21][N:22]=2)[C:17]([NH2:19])=[O:18])=[O:10])=[CH:11][CH:12]=1, predict the reactants needed to synthesize it. The reactants are: [Br:1][C:2]1[CH:12]=[CH:11][C:5]([O:6][CH2:7][C:8]([OH:10])=O)=[CH:4][CH:3]=1.[NH2:13][C:14]1[CH:15]=[C:16]([CH:20]=[CH:21][N:22]=1)[C:17]([NH2:19])=[O:18].C1CN([P+](ON2N=NC3C=CC=CC2=3)(N2CCCC2)N2CCCC2)CC1.F[P-](F)(F)(F)(F)F.CO. (3) Given the product [CH3:1][O:2][C:3](=[O:16])[C:4]1[CH:9]=[CH:8][C:7]([CH2:10][N:18]([CH3:19])[CH3:17])=[C:6]([C:12]([F:15])([F:14])[F:13])[CH:5]=1, predict the reactants needed to synthesize it. The reactants are: [CH3:1][O:2][C:3](=[O:16])[C:4]1[CH:9]=[CH:8][C:7]([CH2:10]Br)=[C:6]([C:12]([F:15])([F:14])[F:13])[CH:5]=1.[CH3:17][NH:18][CH3:19].C([O-])([O-])=O.[K+].[K+]. (4) Given the product [CH3:1][O:2][C:3](=[O:10])[CH2:4][CH:5]([NH:9][C:25]([O:24][C:21]([CH3:23])([CH3:22])[CH3:20])=[O:26])[C:6]([OH:8])=[O:7], predict the reactants needed to synthesize it. The reactants are: [CH3:1][O:2][C:3](=[O:10])[CH2:4][CH:5]([NH2:9])[C:6]([OH:8])=[O:7].C([O-])([O-])=O.[Na+].[Na+].C(=O)=O.[CH3:20][C:21]([O:24][C:25](O[C:25]([O:24][C:21]([CH3:23])([CH3:22])[CH3:20])=[O:26])=[O:26])([CH3:23])[CH3:22]. (5) The reactants are: [O:1]1[CH2:6][CH2:5][N:4]([C:7]2[CH:12]=[CH:11][C:10](B(O)O)=[CH:9][CH:8]=2)[CH2:3][CH2:2]1.Br[C:17]1[CH:22]=[CH:21][C:20]([NH:23][C:24]([C@@H:26]2[CH:31]3[CH2:32][CH2:33][N:28]([CH2:29][CH2:30]3)[CH2:27]2)=[O:25])=[CH:19][CH:18]=1.[OH-].[Na+]. Given the product [N:4]1([C:7]2[CH:12]=[CH:11][C:10]([C:17]3[CH:22]=[CH:21][C:20]([NH:23][C:24]([C@@H:26]4[CH:31]5[CH2:32][CH2:33][N:28]([CH2:29][CH2:30]5)[CH2:27]4)=[O:25])=[CH:19][CH:18]=3)=[CH:9][CH:8]=2)[CH2:5][CH2:6][O:1][CH2:2][CH2:3]1, predict the reactants needed to synthesize it. (6) Given the product [N:8]1([C:6]([O:5][C:1]([CH3:4])([CH3:2])[CH3:3])=[O:7])[CH2:15][CH2:14][CH2:13][C@H:9]1[C:10]([O:12][CH3:17])=[O:11], predict the reactants needed to synthesize it. The reactants are: [C:1]([O:5][C:6]([N:8]1[CH2:15][CH2:14][CH2:13][C@H:9]1[C:10]([OH:12])=[O:11])=[O:7])([CH3:4])([CH3:3])[CH3:2].O1CCC[CH2:17]1.C(=O)([O-])[O-].[K+].[K+].CI.